This data is from Catalyst prediction with 721,799 reactions and 888 catalyst types from USPTO. The task is: Predict which catalyst facilitates the given reaction. (1) Reactant: [Cl:1][C:2]1[N:7]=[C:6](Cl)[C:5]([O:9][CH2:10][CH:11]([OH:13])[CH3:12])=[C:4]([N:14]2[CH2:19][CH2:18][O:17][CH2:16][CH2:15]2)[N:3]=1.[H-].[Na+]. Product: [Cl:1][C:2]1[N:3]=[C:4]([N:14]2[CH2:19][CH2:18][O:17][CH2:16][CH2:15]2)[C:5]2[O:9][CH2:10][CH:11]([CH3:12])[O:13][C:6]=2[N:7]=1. The catalyst class is: 1. (2) Reactant: [Cl:1][C:2]1[CH:3]=[C:4]([C:9]([C:12]2[N:16]([C:17]3[CH:22]=[CH:21][C:20]([F:23])=[C:19]([O:24][CH3:25])[CH:18]=3)[C:15]([SH:26])=[N:14][CH:13]=2)([CH3:11])[CH3:10])[CH:5]=[CH:6][C:7]=1[Cl:8].[Br:27][C:28]1[CH:37]=[CH:36][C:35]([CH2:38]Br)=[CH:34][C:29]=1[C:30]([O:32][CH3:33])=[O:31].C(=O)([O-])[O-].[K+].[K+]. Product: [Br:27][C:28]1[CH:37]=[CH:36][C:35]([CH2:38][S:26][C:15]2[N:16]([C:17]3[CH:22]=[CH:21][C:20]([F:23])=[C:19]([O:24][CH3:25])[CH:18]=3)[C:12]([C:9]([C:4]3[CH:5]=[CH:6][C:7]([Cl:8])=[C:2]([Cl:1])[CH:3]=3)([CH3:11])[CH3:10])=[CH:13][N:14]=2)=[CH:34][C:29]=1[C:30]([O:32][CH3:33])=[O:31]. The catalyst class is: 21. (3) Reactant: [Br:1][C:2]1[CH:7]=[CH:6][C:5]([C:8](=[O:12])[CH2:9][CH2:10][Cl:11])=[CH:4][CH:3]=1.[BH4-].[Na+]. Product: [Br:1][C:2]1[CH:3]=[CH:4][C:5]([CH:8]([OH:12])[CH2:9][CH2:10][Cl:11])=[CH:6][CH:7]=1. The catalyst class is: 30.